From a dataset of Reaction yield outcomes from USPTO patents with 853,638 reactions. Predict the reaction yield, written as a fraction of the theoretical maximum amount of product (1.0 means a 100% yield; for example, 0.34 means a 34% yield). (1) The yield is 0.290. The reactants are Cl[C:2]1[N:7]=[C:6]([NH:8][C:9]2[CH:14]=[CH:13][CH:12]=[CH:11][C:10]=2[S:15]([CH:18]([CH3:20])[CH3:19])(=[O:17])=[O:16])[C:5]([CH3:21])=[CH:4][N:3]=1.[CH3:22][P:23]([C:26]1[CH:32]=[CH:31][C:29]([NH2:30])=[C:28]([O:33][CH3:34])[CH:27]=1)([CH3:25])=[O:24].Cl. The catalyst is COCCO. The product is [CH3:25][P:23]([C:26]1[CH:32]=[CH:31][C:29]([NH:30][C:2]2[N:7]=[C:6]([NH:8][C:9]3[CH:14]=[CH:13][CH:12]=[CH:11][C:10]=3[S:15]([CH:18]([CH3:20])[CH3:19])(=[O:17])=[O:16])[C:5]([CH3:21])=[CH:4][N:3]=2)=[C:28]([O:33][CH3:34])[CH:27]=1)([CH3:22])=[O:24]. (2) The reactants are C([N:8]1[CH2:12][CH2:11][CH:10]([NH:13][C:14]([C:16]2[C:24]3[C:19](=[CH:20][CH:21]=[C:22]([Cl:25])[CH:23]=3)[NH:18][N:17]=2)=[O:15])[CH2:9]1)C1C=CC=CC=1.Cl[C:27]([O:29][CH:30](Cl)C)=[O:28]. The catalyst is ClCCl. The product is [CH3:30][O:29][C:27]([N:8]1[CH2:12][CH2:11][CH:10]([NH:13][C:14]([C:16]2[C:24]3[C:19](=[CH:20][CH:21]=[C:22]([Cl:25])[CH:23]=3)[NH:18][N:17]=2)=[O:15])[CH2:9]1)=[O:28]. The yield is 0.0300. (3) The reactants are [F:1][C:2]1[CH:30]=[CH:29][C:5]([C:6](/[N:8]=[C:9](\[NH:16][C:17]2[NH:21][N:20]=[C:19]([C:22]3[CH:27]=[CH:26][C:25]([F:28])=[CH:24][CH:23]=3)[CH:18]=2)/[NH:10][C:11]([CH3:15])([CH3:14])[CH2:12]O)=[O:7])=[CH:4][CH:3]=1.C1(P(C2C=CC=CC=2)C2C=CC=CC=2)C=CC=CC=1.N(C(OC(C)C)=O)=NC(OC(C)C)=O. The catalyst is C1COCC1. The product is [F:1][C:2]1[CH:30]=[CH:29][C:5]([C:6](/[N:8]=[C:9]2\[NH:16][C:17]3[N:21]([N:20]=[C:19]([C:22]4[CH:27]=[CH:26][C:25]([F:28])=[CH:24][CH:23]=4)[CH:18]=3)[CH2:12][C:11]([CH3:15])([CH3:14])[NH:10]\2)=[O:7])=[CH:4][CH:3]=1. The yield is 0.880.